Task: Predict the product of the given reaction.. Dataset: Forward reaction prediction with 1.9M reactions from USPTO patents (1976-2016) (1) Given the reactants [Br:1][C:2]1[CH:3]=[C:4]([CH2:7][C@@H:8]([C:10]([O:12][C:13]([CH3:16])([CH3:15])[CH3:14])=[O:11])[NH2:9])[S:5][CH:6]=1.[Cl:17][C:18]1[CH:26]=[CH:25][CH:24]=[C:23]([Cl:27])[C:19]=1[C:20](O)=[O:21], predict the reaction product. The product is: [Br:1][C:2]1[CH:3]=[C:4]([CH2:7][C@@H:8]([C:10]([O:12][C:13]([CH3:16])([CH3:15])[CH3:14])=[O:11])[NH:9][C:20]([C:19]2[C:18]([Cl:17])=[CH:26][CH:25]=[CH:24][C:23]=2[Cl:27])=[O:21])[S:5][CH:6]=1. (2) Given the reactants P(CCCC)(CCCC)CCCC.C1CCN(C(N=NC(N2CCCCC2)=O)=O)CC1.[F:32][C:33]([F:48])([F:47])[C:34]1[CH:35]=[CH:36][C:37]([C:40]2[CH:45]=[CH:44][C:43]([OH:46])=[CH:42][CH:41]=2)=[N:38][CH:39]=1.O[CH2:50][CH:51]1[CH:56]([NH:57][C:58](=[O:64])[O:59][C:60]([CH3:63])([CH3:62])[CH3:61])[CH2:55][CH2:54][O:53][CH2:52]1.[OH-].[Na+], predict the reaction product. The product is: [F:48][C:33]([F:32])([F:47])[C:34]1[CH:35]=[CH:36][C:37]([C:40]2[CH:41]=[CH:42][C:43]([O:46][CH2:50][CH:51]3[CH:56]([NH:57][C:58](=[O:64])[O:59][C:60]([CH3:63])([CH3:62])[CH3:61])[CH2:55][CH2:54][O:53][CH2:52]3)=[CH:44][CH:45]=2)=[N:38][CH:39]=1. (3) Given the reactants [C:1]([O:5][C:6]([N:8]1[CH2:12][CH2:11][CH2:10][C@@:9]1([CH2:16][C:17]1[CH:22]=[CH:21][CH:20]=[CH:19][CH:18]=1)[C:13]([OH:15])=[O:14])=[O:7])([CH3:4])([CH3:3])[CH3:2].[Si](C=[N+]=[N-])(C)(C)[CH3:24], predict the reaction product. The product is: [CH3:24][O:14][C:13]([C@:9]1([CH2:16][C:17]2[CH:18]=[CH:19][CH:20]=[CH:21][CH:22]=2)[CH2:10][CH2:11][CH2:12][N:8]1[C:6]([O:5][C:1]([CH3:4])([CH3:2])[CH3:3])=[O:7])=[O:15]. (4) The product is: [CH2:20]([CH:3]([C:2]([CH3:13])([C:7]1[CH:12]=[CH:11][CH:10]=[CH:9][CH:8]=1)[CH3:1])[C:4]([OH:6])=[O:5])[CH:18]=[CH2:17]. Given the reactants [CH3:1][C:2]([CH3:13])([C:7]1[CH:12]=[CH:11][CH:10]=[CH:9][CH:8]=1)[CH2:3][C:4]([OH:6])=[O:5].C(=O)=O.[CH3:17][C:18]([CH3:20])=O.C([N-]C(C)C)(C)C.[Li+].CN1CCCN(C)C1=O.C(I)C=C, predict the reaction product. (5) Given the reactants [CH3:1][O:2][C:3]1[CH:12]=[CH:11][C:10]2[C:5](=[CH:6][C:7]3[CH2:17][CH2:16][NH:15][CH2:14][CH2:13][C:8]=3[CH:9]=2)[N:4]=1.ClC1C=CC2C(=CC3CCN([C:34](=[O:39])[C:35]([F:38])([F:37])[F:36])CCC=3C=2)N=1.C[O-].[Na+], predict the reaction product. The product is: [F:36][C:35]([F:38])([F:37])[C:34]([OH:39])=[O:2].[CH3:1][O:2][C:3]1[CH:12]=[CH:11][C:10]2[C:5](=[CH:6][C:7]3[CH2:17][CH2:16][NH:15][CH2:14][CH2:13][C:8]=3[CH:9]=2)[N:4]=1. (6) The product is: [Cl:28][C:19]1[CH:20]=[C:21]([CH:26]=[CH:27][C:18]=1[NH:17][C:1]([O:2][C:3]1[CH:8]=[CH:7][C:6]([N+:9]([O-:11])=[O:10])=[CH:5][CH:4]=1)=[O:12])[C:22]([O:24][CH3:25])=[O:23]. Given the reactants [C:1](Cl)(=[O:12])[O:2][C:3]1[CH:8]=[CH:7][C:6]([N+:9]([O-:11])=[O:10])=[CH:5][CH:4]=1.ClCCl.[NH2:17][C:18]1[CH:27]=[CH:26][C:21]([C:22]([O:24][CH3:25])=[O:23])=[CH:20][C:19]=1[Cl:28].N1C=CC=CC=1, predict the reaction product. (7) Given the reactants COC[O:4][C:5]1[CH:10]=[CH:9][CH:8]=[C:7]([O:11]COC)[C:6]=1[C:15](=[O:18])[CH2:16][CH3:17].Cl, predict the reaction product. The product is: [OH:4][C:5]1[CH:10]=[CH:9][CH:8]=[C:7]([OH:11])[C:6]=1[C:15](=[O:18])[CH2:16][CH3:17].